From a dataset of Full USPTO retrosynthesis dataset with 1.9M reactions from patents (1976-2016). Predict the reactants needed to synthesize the given product. (1) Given the product [F:30][C:7]1[C:11]([C:12]2[CH:17]=[CH:16][CH:15]=[CH:14][CH:13]=2)=[CH:10][N:9]([CH3:18])[C:8]=1[CH3:19], predict the reactants needed to synthesize it. The reactants are: C([Li])CCC.Br[C:7]1[C:11]([C:12]2[CH:17]=[CH:16][CH:15]=[CH:14][CH:13]=2)=[CH:10][N:9]([CH3:18])[C:8]=1[CH3:19].C1C=CC(S(N(S(C2C=CC=CC=2)(=O)=O)[F:30])(=O)=O)=CC=1. (2) Given the product [Cl:1][C:2]1[CH:7]=[CH:6][C:5]([NH:8][C:9]2[N:17]=[C:16]([N:18]3[CH:23]=[CH:24][C:25]([CH3:26])=[N:19]3)[N:15]=[C:14]3[C:10]=2[N:11]=[CH:12][N:13]3[CH3:20])=[CH:4][CH:3]=1, predict the reactants needed to synthesize it. The reactants are: [Cl:1][C:2]1[CH:7]=[CH:6][C:5]([NH:8][C:9]2[N:17]=[C:16]([NH:18][NH2:19])[N:15]=[C:14]3[C:10]=2[N:11]=[CH:12][N:13]3[CH3:20])=[CH:4][CH:3]=1.CO[CH:23](OC)[CH2:24][C:25](=O)[CH3:26].O. (3) The reactants are: [O:1]1[CH:5]=[CH:4][C:3]([C:6]([C:8]2[NH:16][C:11]3=[CH:12][N:13]=[CH:14][CH:15]=[C:10]3[CH:9]=2)=O)=[CH:2]1.[C:17]([O:21][C:22](=[O:28])[NH:23][CH2:24][CH2:25][O:26][NH2:27])([CH3:20])([CH3:19])[CH3:18].Cl. Given the product [O:1]1[CH:5]=[CH:4][C:3]([C:6](=[N:27][O:26][CH2:25][CH2:24][NH:23][C:22](=[O:28])[O:21][C:17]([CH3:19])([CH3:18])[CH3:20])[C:8]2[NH:16][C:11]3=[CH:12][N:13]=[CH:14][CH:15]=[C:10]3[CH:9]=2)=[CH:2]1, predict the reactants needed to synthesize it. (4) Given the product [CH3:28][N:1]1[CH2:6][CH2:5][O:4][CH:3]([CH2:7][NH:8][C:9]([C:11]2[C:12]3[CH2:13][C@H:14]4[CH2:27][C@H:15]4[C:16]=3[N:17]([C:19]3[CH:24]=[CH:23][C:22]([F:25])=[CH:21][C:20]=3[F:26])[N:18]=2)=[O:10])[CH2:2]1, predict the reactants needed to synthesize it. The reactants are: [NH:1]1[CH2:6][CH2:5][O:4][CH:3]([CH2:7][NH:8][C:9]([C:11]2[C:12]3[CH2:13][C@H:14]4[CH2:27][C@H:15]4[C:16]=3[N:17]([C:19]3[CH:24]=[CH:23][C:22]([F:25])=[CH:21][C:20]=3[F:26])[N:18]=2)=[O:10])[CH2:2]1.[C:28](=O)([O-])[O-].[K+].[K+].IC. (5) Given the product [CH3:1][O:2][C:3]1[CH:4]=[CH:5][C:6]([CH2:7][N:8]2[C:12]3[N:13]=[CH:14][CH:15]=[C:20]([OH:21])[C:11]=3[CH:10]=[N:9]2)=[CH:25][CH:26]=1, predict the reactants needed to synthesize it. The reactants are: [CH3:1][O:2][C:3]1[CH:26]=[CH:25][C:6]([CH2:7][N:8]2[C:12]([NH:13][CH:14]=[C:15]3[C:20](=[O:21])OC(C)(C)OC3=O)=[CH:11][CH:10]=[N:9]2)=[CH:5][CH:4]=1. (6) Given the product [CH3:1][C@@H:2]1[C@H:6]([C:7]2[CH:12]=[CH:11][CH:10]=[CH:9][CH:8]=2)[O:5][C:4](=[O:13])[N:3]1[C:14](=[O:24])[CH2:15][CH2:16][C@@H:17]([CH3:23])[CH2:18][CH2:19][CH2:20][CH2:21][CH3:22], predict the reactants needed to synthesize it. The reactants are: [CH3:1][C@@H:2]1[C@H:6]([C:7]2[CH:12]=[CH:11][CH:10]=[CH:9][CH:8]=2)[O:5][C:4](=[O:13])[N:3]1[C:14](=[O:24])[CH2:15][CH2:16][C@H:17]([CH3:23])[CH2:18][CH2:19][CH2:20][CH2:21][CH3:22].C[C@@H](CCCCC)CCC(O)=O. (7) Given the product [NH2:38][C@:9]([C:11]1[O:12][C:13]([C:16]2[CH:17]=[C:18]([N:28]([CH2:34][CH2:35][O:36][CH3:37])[CH2:29][C@@H:30]3[CH2:32][C@H:31]3[CH3:33])[N:19]=[C:20]([N:22]([CH3:27])[S:23]([CH3:26])(=[O:24])=[O:25])[CH:21]=2)=[N:14][N:15]=1)([CH3:10])[CH2:8][C:5]1[CH:6]=[CH:7][C:2]([F:1])=[CH:3][CH:4]=1.[C:52]([OH:58])([C:54]([F:57])([F:56])[F:55])=[O:53], predict the reactants needed to synthesize it. The reactants are: [F:1][C:2]1[CH:7]=[CH:6][C:5]([CH:8](C2C=CC=CC=2)[C@@:9]([NH:38]C(=O)OC(C)(C)C)([C:11]2[O:12][C:13]([C:16]3[CH:21]=[C:20]([N:22]([CH3:27])[S:23]([CH3:26])(=[O:25])=[O:24])[N:19]=[C:18]([N:28]([CH2:34][CH2:35][O:36][CH3:37])[CH2:29][C@@H:30]4[CH2:32][C@H:31]4[CH3:33])[CH:17]=3)=[N:14][N:15]=2)[CH3:10])=[CH:4][CH:3]=1.[C:52]([OH:58])([C:54]([F:57])([F:56])[F:55])=[O:53].